Dataset: Forward reaction prediction with 1.9M reactions from USPTO patents (1976-2016). Task: Predict the product of the given reaction. (1) Given the reactants [Br-].[OH:2][C:3]1[CH:8]=[CH:7][C:6]([CH2:9][OH:10])=[CH:5][C:4]=1[C@@H:11]([C:22]1[CH:27]=[CH:26][CH:25]=[CH:24][CH:23]=1)[CH2:12][CH2:13][N+:14]([CH:19]([CH3:21])[CH3:20])([CH:16]([CH3:18])[CH3:17])[CH3:15].[C:28]([Br:33])(=[O:32])[CH:29]([CH3:31])[CH3:30], predict the reaction product. The product is: [Br-:33].[C:28]([O:2][C:3]1[CH:8]=[CH:7][C:6]([CH2:9][OH:10])=[CH:5][C:4]=1[C@@H:11]([C:22]1[CH:23]=[CH:24][CH:25]=[CH:26][CH:27]=1)[CH2:12][CH2:13][N+:14]([CH:19]([CH3:20])[CH3:21])([CH:16]([CH3:17])[CH3:18])[CH3:15])(=[O:32])[CH:29]([CH3:31])[CH3:30]. (2) Given the reactants [CH3:1][CH:2]1[CH2:7][CH2:6][C:5](=O)[CH2:4][CH2:3]1.[C:9]([O:13][C:14]([CH3:17])([CH3:16])[CH3:15])(=[O:12])[NH:10][NH2:11], predict the reaction product. The product is: [CH3:1][CH:2]1[CH2:7][CH2:6][C:5](=[N:11][NH:10][C:9]([O:13][C:14]([CH3:17])([CH3:16])[CH3:15])=[O:12])[CH2:4][CH2:3]1. (3) Given the reactants [CH3:1][N:2]([CH3:11])[C:3]1[CH:10]=[CH:9][C:6]([CH:7]=O)=[CH:5][CH:4]=1.[C@@H:12]1([NH2:22])[C:21]2[C:16](=[CH:17][CH:18]=[CH:19][CH:20]=2)[CH2:15][CH2:14][CH2:13]1, predict the reaction product. The product is: [CH3:1][N:2]([CH3:11])[C:3]1[CH:10]=[CH:9][C:6]([CH2:7][NH:22][C@@H:12]2[C:21]3[C:16](=[CH:17][CH:18]=[CH:19][CH:20]=3)[CH2:15][CH2:14][CH2:13]2)=[CH:5][CH:4]=1. (4) Given the reactants [CH:1]([C:3]1[S:7][C:6]([NH:8][CH2:9][CH2:10][CH2:11][NH:12][C:13](=[O:24])[C@@H:14]([NH:16]C(=O)OC(C)(C)C)[CH3:15])=[N:5][CH:4]=1)=[O:2].Cl.C(OCC)C, predict the reaction product. The product is: [NH2:16][C@@H:14]([CH3:15])[C:13]([NH:12][CH2:11][CH2:10][CH2:9][NH:8][C:6]1[S:7][C:3]([CH:1]=[O:2])=[CH:4][N:5]=1)=[O:24]. (5) Given the reactants [C:1]([NH:24][CH2:25][CH2:26][NH:27][P:28](=O)([O:39]C1C=CC=CC=1)[O:29][C:30]1[CH:35]=[CH:34][C:33]([N+]([O-])=O)=[CH:32][CH:31]=1)(=[O:23])[CH2:2][CH2:3]/[CH:4]=[CH:5]\[CH2:6]/[CH:7]=[CH:8]\[CH2:9]/[CH:10]=[CH:11]\[CH2:12]/[CH:13]=[CH:14]\[CH2:15]/[CH:16]=[CH:17]\[CH2:18]/[CH:19]=[CH:20]\[CH2:21][CH3:22].C([Mg]Cl)(C)(C)C.[CH3:53][C:54]1[C:60](=[O:61])[NH:59][C:57](=[O:58])[N:56]([C@@H:62]2[O:66][C@H:65]([CH2:67][OH:68])[C@@H:64]([N:69]=[N+:70]=[N-:71])[CH2:63]2)[CH:55]=1, predict the reaction product. The product is: [C:1]([NH:24][CH2:25][CH2:26][NH:27][P:28](=[O:39])([O:29][C:30]1[CH:35]=[CH:34][CH:33]=[CH:32][CH:31]=1)[O:68][CH2:67][C@@H:65]1[C@@H:64]([N:69]=[N+:70]=[N-:71])[CH2:63][C@@H:62]([N:56]2[CH:55]=[C:54]([CH3:53])[C:60](=[O:61])[NH:59][C:57]2=[O:58])[O:66]1)(=[O:23])[CH2:2][CH2:3]/[CH:4]=[CH:5]\[CH2:6]/[CH:7]=[CH:8]\[CH2:9]/[CH:10]=[CH:11]\[CH2:12]/[CH:13]=[CH:14]\[CH2:15]/[CH:16]=[CH:17]\[CH2:18]/[CH:19]=[CH:20]\[CH2:21][CH3:22]. (6) Given the reactants [CH3:1][S:2](Cl)(=[O:4])=[O:3].[NH2:6][C:7]1[CH:8]=[C:9]2[C:25](=[O:26])[NH:24][N:23]=[CH:22][C:11]3=[C:12]([C:16]4[CH:21]=[CH:20][CH:19]=[CH:18][CH:17]=4)[NH:13][C:14]([CH:15]=1)=[C:10]23, predict the reaction product. The product is: [O:26]=[C:25]1[C:9]2[C:10]3[C:11](=[C:12]([C:16]4[CH:21]=[CH:20][CH:19]=[CH:18][CH:17]=4)[NH:13][C:14]=3[CH:15]=[C:7]([NH:6][S:2]([CH3:1])(=[O:4])=[O:3])[CH:8]=2)[CH:22]=[N:23][NH:24]1.